Dataset: Full USPTO retrosynthesis dataset with 1.9M reactions from patents (1976-2016). Task: Predict the reactants needed to synthesize the given product. (1) The reactants are: [CH2:1]([O:19][CH2:20][CH:21]([OH:41])[CH2:22][O:23][C:24](=[O:40])[CH2:25][CH2:26][CH2:27][CH2:28][CH2:29][CH2:30][CH2:31][CH2:32][CH2:33][CH2:34][CH2:35][CH2:36][CH2:37][CH2:38][CH3:39])[CH2:2][CH2:3][CH2:4][CH2:5][CH2:6][CH2:7][CH2:8]/[CH:9]=[CH:10]\[CH2:11][CH2:12][CH2:13][CH2:14][CH2:15][CH2:16][CH2:17][CH3:18].C1(N=C=NC2CCCCC2)CCCCC1.CN(C1C=CC=CN=1)C.[CH2:66]([CH2:80][C:81](O)=[S:82])[CH2:67][CH2:68][CH2:69][CH2:70][CH2:71][CH2:72][CH2:73][CH2:74][CH2:75][CH2:76][CH2:77][CH2:78][CH3:79]. Given the product [CH2:1]([O:19][CH:20]([C:81](=[S:82])[CH2:80][CH2:66][CH2:67][CH2:68][CH2:69][CH2:70][CH2:71][CH2:72][CH2:73][CH2:74][CH2:75][CH2:76][CH2:77][CH2:78][CH3:79])[CH:21]([CH2:22][O:23][C:24](=[O:40])[CH2:25][CH2:26][CH2:27][CH2:28][CH2:29][CH2:30][CH2:31][CH2:32][CH2:33][CH2:34][CH2:35][CH2:36][CH2:37][CH2:38][CH3:39])[OH:41])[CH2:2][CH2:3][CH2:4][CH2:5][CH2:6][CH2:7][CH2:8]/[CH:9]=[CH:10]\[CH2:11][CH2:12][CH2:13][CH2:14][CH2:15][CH2:16][CH2:17][CH3:18], predict the reactants needed to synthesize it. (2) Given the product [CH2:1]([O:8][C@@H:9]1[CH2:12][C@H:11]([N:13]2[C:17]3[CH:18]=[C:19]([F:22])[CH:20]=[CH:21][C:16]=3[N:15]=[C:14]2[C@@H:23]([NH:25][C:27]2[N:35]=[CH:34][N:33]=[C:32]3[C:28]=2[N:29]=[CH:30][NH:31]3)[CH3:24])[CH2:10]1)[C:2]1[CH:3]=[CH:4][CH:5]=[CH:6][CH:7]=1, predict the reactants needed to synthesize it. The reactants are: [CH2:1]([O:8][C@@H:9]1[CH2:12][C@H:11]([N:13]2[C:17]3[CH:18]=[C:19]([F:22])[CH:20]=[CH:21][C:16]=3[N:15]=[C:14]2[C@@H:23]([NH2:25])[CH3:24])[CH2:10]1)[C:2]1[CH:7]=[CH:6][CH:5]=[CH:4][CH:3]=1.Cl[C:27]1[N:35]=[CH:34][N:33]=[C:32]2[C:28]=1[N:29]=[CH:30][N:31]2C1CCCCO1.CCN(C(C)C)C(C)C.